Task: Regression. Given a peptide amino acid sequence and an MHC pseudo amino acid sequence, predict their binding affinity value. This is MHC class I binding data.. Dataset: Peptide-MHC class I binding affinity with 185,985 pairs from IEDB/IMGT (1) The peptide sequence is FLFDRLTNG. The MHC is HLA-A80:01 with pseudo-sequence HLA-A80:01. The binding affinity (normalized) is 0.0847. (2) The peptide sequence is FFAYVMNIER. The MHC is HLA-A68:01 with pseudo-sequence HLA-A68:01. The binding affinity (normalized) is 0.892. (3) The MHC is HLA-A31:01 with pseudo-sequence HLA-A31:01. The peptide sequence is MSMGDIITY. The binding affinity (normalized) is 0.163. (4) The peptide sequence is VALSEQGEF. The MHC is HLA-B58:01 with pseudo-sequence HLA-B58:01. The binding affinity (normalized) is 0.477.